This data is from Drug-target binding data from BindingDB using Ki measurements. The task is: Regression. Given a target protein amino acid sequence and a drug SMILES string, predict the binding affinity score between them. We predict pKi (pKi = -log10(Ki in M); higher means stronger inhibition). Dataset: bindingdb_ki. (1) The drug is CN[C@@H](C)C(=O)N[C@H](C(=O)N1CC[C@H]2CC[C@H](NC(=O)c3ccc(C)c4ccccc34)[C@H]21)C(C)(C)C. The target protein sequence is MSDAVSSDRNFPNSTNLPRNPSMADYEARIFTFGTWIYSVNKEQLARAGFYALGEGDKVKCFHCGGGLTDWKPSEDPWEQHAKWYPGCKYLLEQKGQEYINNIHLTHSLEECLVRTT. The pKi is 6.7. (2) The small molecule is COC(=O)c1c(N)sc(C(=O)Nc2ccc(C)c(Cl)c2)c1C. The target protein (P05804) has sequence MLRPVETPTREIKKLDGLWAFSLDRENCGIDQRWWESALQESRAIAVPGSFNDQFADADIRNYAGNVWYQREVFIPKGWAGQRIVLRFDAVTHYGKVWVNNQEVMEHQGGYTPFEADVTPYVIAGKSVRITVCVNNELNWQTIPPGMVITDENGKKKQSYFHDFFNYAGIHRSVMLYTTPNTWVDDITVVTHVAQDCNHASVDWQVVANGDVSVELRDADQQVVATGQGTSGTLQVVNPHLWQPGEGYLYELCVTAKSQTECDIYPLRVGIRSVAVKGEQFLINHKPFYFTGFGRHEDADLRGKGFDNVLMVHDHALMDWIGANSYRTSHYPYAEEMLDWADEHGIVVIDETAAVGFNLSLGIGFEAGNKPKELYSEEAVNGETQQAHLQAIKELIARDKNHPSVVMWSIANEPDTRPQGAREYFAPLAEATRKLDPTRPITCVNVMFCDAHTDTISDLFDVLCLNRYYGWYVQSGDLETAEKVLEKELLAWQEKLHQPI.... The pKi is 5.7. (3) The drug is Cc1cccc(C)c1C(=O)N1CCC(C)(N2CCC(Cc3ccc(-c4ccccc4)cc3)CC2)CC1. The target protein (P51681) has sequence MDYQVSSPIYDINYYTSEPCQKINVKQIAARLLPPLYSLVFIFGFVGNMLVILILINCKRLKSMTDIYLLNLAISDLFFLLTVPFWAHYAAAQWDFGNTMCQLLTGLYFIGFFSGIFFIILLTIDRYLAVVHAVFALKARTVTFGVVTSVITWVVAVFASLPGIIFTRSQKEGLHYTCSSHFPYSQYQFWKNFQTLKIVILGLVLPLLVMVICYSGILKTLLRCRNEKKRHRAVRLIFTIMIVYFLFWAPYNIVLLLNTFQEFFGLNNCSSSNRLDQAMQVTETLGMTHCCINPIIYAFVGEKFRNYLLVFFQKHIAKRFCKCCSIFQQEAPERASSVYTRSTGEQEISVGL. The pKi is 6.4. (4) The compound is CC(C)c1ccc(CO[C@H]2CCCC2Nc2ncnc3c2ncn3C2O[C@H](CO)[C@@H](O)[C@H]2O)cc1. The target protein (P34970) has sequence MPPSISAFQAAYIGIEVLIALVSVPGNVLVIWAVKVNQALRDATFCFIVSLAVADVAVGALVIPLAILINIGPETYFHTCLMVACPVLILTQSSILALLAIAVDRYLRVKIPLRYKAVVTPRRAAVAIAGCWILSLVVGLTPMFGWNNLREVQRAWAANGSVGEPVIKCEFEKVISMEYMVYFNFFVWVLPPLLLMVLIYLEVFYLIRRQLSKKASASSGDPHKYYGKELKIAKSLALILFLFALSWLPLHILNCVTLFCPSCQKPSILVYTAIFLTHGNSAMNPIVYAFRIHKFRVTFLKIWNDHFRCRPAPAGDGDEDLPEEKPND. The pKi is 7.8. (5) The small molecule is CC[C@H](C)[C@H](NC(=O)[C@H](CO)NC(=O)[C@H](CC(N)=O)NC(=O)[C@H](C)NC(=O)[C@H](Cc1ccc(O)cc1)NC(=O)[C@H](CCCCN)NC(=O)[C@H](CCCCN)NC(=O)[C@@H](NC(=O)[C@H](C)NC(=O)[C@H](CCSC)NC(=O)[C@H](CCC(N)=O)NC(=O)[C@H](CCCCN)NC(=O)[C@H](CCCN=C(N)N)NC(=O)[C@H](CC(C)C)NC(=O)[C@H](CCCN=C(N)N)NC(=O)C(NC(=O)[C@H](Cc1ccc(O)cc1)NC(=O)[C@H](CC(N)=O)NC(=O)[C@H](CC(=O)O)NC(=O)[C@@H](NC(=O)[C@H](Cc1ccccc1)NC(=O)[C@@H](NC(=O)[C@H](C)NC(=O)[C@H](CC(=O)O)NC(=O)[C@H](CO)NC(=O)[C@@H](N)Cc1cnc[nH]1)C(C)C)[C@@H](C)O)[C@@H](C)O)C(C)C)C(=O)N[C@@H](CC(C)C)C(=O)N[C@@H](CC(N)=O)C(N)=O. The target protein (P41587) has sequence MRTLLPPALLTCWLLAPVNSIHPECRFHLEIQEEETKCAELLRSQTEKHKACSGVWDNITCWRPANVGETVTVPCPKVFSNFYSKAGNISKNCTSDGWSETFPDFVDACGYSDPEDESKITFYILVKAIYTLGYSVSLMSLATGSIILCLFRKLHCTRNYIHLNLFLSFILRAISVLVKDDVLYSSSGTLHCPDQPSSWVGCKLSLVFLQYCIMANFFWLLVEGLYLHTLLVAMLPPRRCFLAYLLIGWGLPTVCIGAWTAARLYLEDTGCWDTNDHSVPWWVIRIPILISIIVNFVLFISIIRILLQKLTSPDVGGNDQSQYKRLAKSTLLLIPLFGVHYMVFAVFPISISSKYQILFELCLGSFQGLVVAVLYCFLNSEVQCELKRKWRSRCPTPSASRDYRVCGSSFSRNGSEGALQFHRGSRAQSFLQTETSVI. The pKi is 5.5. (6) The pKi is 9.4. The compound is CCCC[C@@H]1NC(=O)[C@@H](N)CCCCOc2ccc(cc2)C[C@@H]([C@H](O)CN(CCC(C)C)S(=O)(=O)c2ccc(N)cc2)NC1=O. The target protein sequence is PQITLWKRPLVTIRIGGQLKEALLDTGADDTVIEEMNLPGKWKPKMIGGIGGFIKVRQYDQIPVEIXGHKAIGTVLVGPTPVNIIGRNLLTQIGXTLNF.